From a dataset of Forward reaction prediction with 1.9M reactions from USPTO patents (1976-2016). Predict the product of the given reaction. (1) Given the reactants ClC1C=C(C=CC=1Cl)OC1CCN([S:12]([C:15]2[C:16]([CH3:22])=[N:17][N:18](C)[C:19]=2[CH3:20])(=[O:14])=[O:13])CC1.ClC1C=C(C=CC=1Cl)NCC1CCN(S(C2C(C)=NN(C)C=2C)(=O)=O)CC1.Cl.[Cl:55][C:56]1[CH:69]=[CH:68][C:59]([CH2:60][C:61]2([F:67])[CH2:66][CH2:65][NH:64][CH2:63][CH2:62]2)=[C:58]([O:70][CH3:71])[CH:57]=1, predict the reaction product. The product is: [Cl:55][C:56]1[CH:69]=[CH:68][C:59]([CH2:60][C:61]2([F:67])[CH2:62][CH2:63][N:64]([S:12]([C:15]3[C:16]([CH3:22])=[N:17][NH:18][C:19]=3[CH3:20])(=[O:14])=[O:13])[CH2:65][CH2:66]2)=[C:58]([O:70][CH3:71])[CH:57]=1. (2) Given the reactants [F:1][C:2]([F:47])([F:46])[C:3]([C:27]1[N:31](COCC[Si](C)(C)C)[C:30]2[CH:40]=[CH:41][C:42]([C:44]#[N:45])=[CH:43][C:29]=2[N:28]=1)([OH:26])[C:4]1[C:12]([S:13][CH3:14])=[CH:11][C:10]([CH3:15])=[C:9]2[C:5]=1[CH:6]=[CH:7][N:8]2[S:16]([C:19]1[CH:25]=[CH:24][C:22]([CH3:23])=[CH:21][CH:20]=1)(=[O:18])=[O:17].FC(F)(F)C(C1N(COCC[Si](C)(C)C)C2C=C(C#N)C=CC=2N=1)(O)C1C(SC)=CC(C)=C2C=1C=CN2S(C1C=CC(C)=CC=1)(=O)=O.Cl, predict the reaction product. The product is: [F:47][C:2]([F:1])([F:46])[C:3]([C:27]1[NH:31][C:30]2[CH:40]=[CH:41][C:42]([C:44]#[N:45])=[CH:43][C:29]=2[N:28]=1)([OH:26])[C:4]1[C:12]([S:13][CH3:14])=[CH:11][C:10]([CH3:15])=[C:9]2[C:5]=1[CH:6]=[CH:7][N:8]2[S:16]([C:19]1[CH:20]=[CH:21][C:22]([CH3:23])=[CH:24][CH:25]=1)(=[O:18])=[O:17]. (3) Given the reactants [OH-].[Na+].C[O:4][C:5](=[O:22])[CH2:6][CH2:7][C:8](=[O:21])[C:9]1[CH:14]=[CH:13][C:12]([O:15][CH3:16])=[C:11]([O:17][CH3:18])[C:10]=1[O:19][CH3:20].O, predict the reaction product. The product is: [O:21]=[C:8]([C:9]1[CH:14]=[CH:13][C:12]([O:15][CH3:16])=[C:11]([O:17][CH3:18])[C:10]=1[O:19][CH3:20])[CH2:7][CH2:6][C:5]([OH:22])=[O:4]. (4) Given the reactants [C:1]([O:5][C:6]([N:8]1[CH:13]([CH3:14])[CH2:12][CH2:11][CH2:10][CH:9]1[C:15]([OH:17])=O)=[O:7])([CH3:4])([CH3:3])[CH3:2].ClC(OCC(C)C)=O.C(N(CC)CC)C.[C:33]([C:35]1[CH:36]=[C:37]([CH:42]=[CH:43][CH:44]=1)[C:38]([NH:40]O)=[NH:39])#[N:34], predict the reaction product. The product is: [C:1]([O:5][C:6]([N:8]1[CH:13]([CH3:14])[CH2:12][CH2:11][CH2:10][CH:9]1[C:15]1[O:17][N:40]=[C:38]([C:37]2[CH:42]=[CH:43][CH:44]=[C:35]([C:33]#[N:34])[CH:36]=2)[N:39]=1)=[O:7])([CH3:2])([CH3:3])[CH3:4]. (5) Given the reactants C1([SiH3])C=CC=CC=1.C([O:11][N:12]1[C:21](=[O:22])[C:20]2[C:15](=[CH:16][C:17]([N:24]3[CH2:28][CH2:27][CH2:26][CH2:25]3)=[C:18]([F:23])[CH:19]=2)[N:14]([CH2:29][C:30]2[CH:35]=[CH:34][CH:33]=[CH:32][CH:31]=2)[C:13]1=[O:36])C=C, predict the reaction product. The product is: [CH2:29]([N:14]1[C:15]2[C:20](=[CH:19][C:18]([F:23])=[C:17]([N:24]3[CH2:28][CH2:27][CH2:26][CH2:25]3)[CH:16]=2)[C:21](=[O:22])[N:12]([OH:11])[C:13]1=[O:36])[C:30]1[CH:35]=[CH:34][CH:33]=[CH:32][CH:31]=1. (6) Given the reactants [Br:1][C:2]1[C:3]2[N:4]([N:8]=[C:9]([NH2:11])[N:10]=2)[CH:5]=[CH:6][CH:7]=1.[C:12](Cl)(=[O:19])[C:13]1[CH:18]=[CH:17][CH:16]=[CH:15][CH:14]=1, predict the reaction product. The product is: [Br:1][C:2]1[C:3]2[N:4]([N:8]=[C:9]([NH:11][C:12](=[O:19])[C:13]3[CH:18]=[CH:17][CH:16]=[CH:15][CH:14]=3)[N:10]=2)[CH:5]=[CH:6][CH:7]=1. (7) Given the reactants Br[C:2]1[CH:3]=[C:4]([CH:17]=[C:18]([C:20]2[CH2:24][C@@H:23]([C:25]3[CH:30]=[CH:29][CH:28]=[CH:27][N:26]=3)[O:22][N:21]=2)[CH:19]=1)[C:5]([NH:7][C@@H:8]([C:10]1[CH:15]=[CH:14][C:13]([F:16])=[CH:12][N:11]=1)[CH3:9])=[O:6].[B:31]1([B:31]2[O:35][C:34]([CH3:37])([CH3:36])[C:33]([CH3:39])([CH3:38])[O:32]2)[O:35][C:34]([CH3:37])([CH3:36])[C:33]([CH3:39])([CH3:38])[O:32]1.C([O-])(=O)C.[K+], predict the reaction product. The product is: [F:16][C:13]1[CH:14]=[CH:15][C:10]([C@H:8]([NH:7][C:5](=[O:6])[C:4]2[CH:3]=[C:2]([B:31]3[O:35][C:34]([CH3:37])([CH3:36])[C:33]([CH3:39])([CH3:38])[O:32]3)[CH:19]=[C:18]([C:20]3[CH2:24][C@@H:23]([C:25]4[CH:30]=[CH:29][CH:28]=[CH:27][N:26]=4)[O:22][N:21]=3)[CH:17]=2)[CH3:9])=[N:11][CH:12]=1. (8) The product is: [S:1]1[CH:5]=[CH:4][CH:3]=[C:2]1[CH2:6][C:7]([O:9][CH3:14])=[O:8]. Given the reactants [S:1]1[CH:5]=[CH:4][CH:3]=[C:2]1[CH2:6][C:7]([OH:9])=[O:8].S(Cl)(Cl)=O.[CH3:14]O, predict the reaction product. (9) Given the reactants [Cl:1][C:2]1[N:3]=[C:4]([N:18]2[CH2:23][CH2:22][O:21][CH2:20][CH2:19]2)[C:5]2[S:10][C:9]([C:11]3[CH:17]=[CH:16][C:14]([NH2:15])=[CH:13][CH:12]=3)=[CH:8][C:6]=2[N:7]=1.Cl[CH2:25][CH2:26][O:27][CH2:28][CH2:29][OH:30].C(=O)([O-])[O-].[K+].[K+].[I-].[K+], predict the reaction product. The product is: [Cl:1][C:2]1[N:3]=[C:4]([N:18]2[CH2:23][CH2:22][O:21][CH2:20][CH2:19]2)[C:5]2[S:10][C:9]([C:11]3[CH:12]=[CH:13][C:14]([NH:15][CH2:25][CH2:26][O:27][CH2:28][CH2:29][OH:30])=[CH:16][CH:17]=3)=[CH:8][C:6]=2[N:7]=1.